From a dataset of Peptide-MHC class II binding affinity with 134,281 pairs from IEDB. Regression. Given a peptide amino acid sequence and an MHC pseudo amino acid sequence, predict their binding affinity value. This is MHC class II binding data. (1) The peptide sequence is GDEQKLRSAGELELQFRRVK. The MHC is DRB1_1302 with pseudo-sequence DRB1_1302. The binding affinity (normalized) is 0.346. (2) The peptide sequence is TAGEIHAVPFGLVSM. The MHC is DRB1_0801 with pseudo-sequence DRB1_0801. The binding affinity (normalized) is 0.610. (3) The peptide sequence is KWCFEGPEEHEILND. The MHC is DRB3_0301 with pseudo-sequence DRB3_0301. The binding affinity (normalized) is 0. (4) The peptide sequence is AAARAGTTVYGAFAA. The MHC is HLA-DPA10103-DPB10401 with pseudo-sequence HLA-DPA10103-DPB10401. The binding affinity (normalized) is 0.171.